This data is from Full USPTO retrosynthesis dataset with 1.9M reactions from patents (1976-2016). The task is: Predict the reactants needed to synthesize the given product. (1) The reactants are: I[C:2]1[CH:21]=[N:20][C:5]2[NH:6][CH2:7][CH2:8][N:9]([CH2:10][C:11]3[CH:16]=[C:15]([F:17])[C:14]([F:18])=[CH:13][C:12]=3[F:19])[C:4]=2[CH:3]=1.[CH3:22][N:23]1[CH2:28][CH2:27][N:26]([C:29]([C:31]2[CH:36]=[CH:35][C:34](B3OC(C)(C)C(C)(C)O3)=[CH:33][CH:32]=2)=[O:30])[CH2:25][CH2:24]1. Given the product [CH3:22][N:23]1[CH2:28][CH2:27][N:26]([C:29]([C:31]2[CH:36]=[CH:35][C:34]([C:2]3[CH:21]=[N:20][C:5]4[NH:6][CH2:7][CH2:8][N:9]([CH2:10][C:11]5[CH:16]=[C:15]([F:17])[C:14]([F:18])=[CH:13][C:12]=5[F:19])[C:4]=4[CH:3]=3)=[CH:33][CH:32]=2)=[O:30])[CH2:25][CH2:24]1, predict the reactants needed to synthesize it. (2) Given the product [Cl:37][C:2]1[N:1]=[C:10]2[C:9]3[CH:11]=[CH:12][CH:13]=[CH:14][C:8]=3[NH:7][C:6]3[N:15]=[CH:16][CH:17]=[CH:18][C:5]=3[N:4]2[C:3]=1[C:19]1[CH:24]=[CH:23][C:22]([C:25]2([NH:29][C:30](=[O:36])[O:31][C:32]([CH3:33])([CH3:35])[CH3:34])[CH2:26][CH2:27][CH2:28]2)=[CH:21][CH:20]=1, predict the reactants needed to synthesize it. The reactants are: [N:1]1[CH:2]=[C:3]([C:19]2[CH:24]=[CH:23][C:22]([C:25]3([NH:29][C:30](=[O:36])[O:31][C:32]([CH3:35])([CH3:34])[CH3:33])[CH2:28][CH2:27][CH2:26]3)=[CH:21][CH:20]=2)[N:4]2[C:10]=1[C:9]1[CH:11]=[CH:12][CH:13]=[CH:14][C:8]=1[NH:7][C:6]1[N:15]=[CH:16][CH:17]=[CH:18][C:5]2=1.[Cl:37]N1C(=O)CCC1=O. (3) Given the product [O:10]=[C:9]1[C:8]2([CH2:12][CH2:17][CH2:16][CH2:15]2)[N:7]([C:6]([O:5][C:1]([CH3:2])([CH3:3])[CH3:4])=[O:20])[CH2:36][C:29]2([CH2:35][CH2:34][CH2:33][CH2:32][CH2:31][CH2:30]2)[NH:28]1, predict the reactants needed to synthesize it. The reactants are: [C:1]([O:5][C:6](=[O:20])[NH:7][C:8]([C:12]1[CH:17]=[C:16](F)[CH:15]=C(F)C=1)(C)[CH:9]=[O:10])([CH3:4])([CH3:3])[CH3:2].C(OC([NH:28][C:29]1([C:36](OC)=O)[CH2:35][CH2:34][CH2:33][CH2:32][CH2:31][CH2:30]1)=O)(C)(C)C. (4) The reactants are: [N:1]1[CH:6]=[CH:5][C:4]([C:7]2[CH:11]=[N:10][NH:9][C:8]=2[C:12]2[CH:29]=[CH:28][C:15]([O:16][CH2:17][C:18]3[CH:27]=[CH:26][C:25]4[C:20](=[CH:21][CH:22]=[CH:23][CH:24]=4)[N:19]=3)=[CH:14][CH:13]=2)=[CH:3][CH:2]=1.[F:30][C:31]([F:35])([F:34])[CH2:32]I.C(=O)([O-])[O-].[Cs+].[Cs+]. Given the product [N:1]1[CH:2]=[CH:3][C:4]([C:7]2[C:8]([C:12]3[CH:13]=[CH:14][C:15]([O:16][CH2:17][C:18]4[CH:27]=[CH:26][C:25]5[C:20](=[CH:21][CH:22]=[CH:23][CH:24]=5)[N:19]=4)=[CH:28][CH:29]=3)=[N:9][N:10]([CH2:32][C:31]([F:35])([F:34])[F:30])[CH:11]=2)=[CH:5][CH:6]=1, predict the reactants needed to synthesize it. (5) The reactants are: [Si]([O:8][CH2:9][CH2:10][C@H:11]1[CH2:23][C:22]2[C:21]3[C:20]([O:24][CH:25]4[CH2:30][CH2:29][CH:28]([NH:31][C:32](=[O:38])[O:33][C:34]([CH3:37])([CH3:36])[CH3:35])[CH2:27][CH2:26]4)=[N:19][CH:18]=[N:17][C:16]=3[S:15][C:14]=2[CH2:13][CH2:12]1)(C(C)(C)C)(C)C.CCCC[N+](CCCC)(CCCC)CCCC.[F-]. Given the product [OH:8][CH2:9][CH2:10][C@H:11]1[CH2:23][C:22]2[C:21]3[C:20]([O:24][CH:25]4[CH2:26][CH2:27][CH:28]([NH:31][C:32](=[O:38])[O:33][C:34]([CH3:36])([CH3:35])[CH3:37])[CH2:29][CH2:30]4)=[N:19][CH:18]=[N:17][C:16]=3[S:15][C:14]=2[CH2:13][CH2:12]1, predict the reactants needed to synthesize it. (6) The reactants are: [CH3:1][NH:2][C:3]([C:5]1[CH:6]=[CH:7][C:8]([N:11]2[CH2:16][CH2:15][CH:14]([OH:17])[CH2:13][CH2:12]2)=[N:9][CH:10]=1)=[O:4].[C:18]([Si:22]([CH3:25])([CH3:24])Cl)([CH3:21])([CH3:20])[CH3:19].N1C=CN=C1. Given the product [CH3:1][NH:2][C:3]([C:5]1[CH:6]=[CH:7][C:8]([N:11]2[CH2:16][CH2:15][CH:14]([O:17][Si:22]([C:18]([CH3:21])([CH3:20])[CH3:19])([CH3:25])[CH3:24])[CH2:13][CH2:12]2)=[N:9][CH:10]=1)=[O:4], predict the reactants needed to synthesize it.